From a dataset of Forward reaction prediction with 1.9M reactions from USPTO patents (1976-2016). Predict the product of the given reaction. (1) Given the reactants [CH3:1][C:2]1[N:7]([C:8]2[CH:13]=[CH:12][CH:11]=[C:10]([C:14]([F:17])([F:16])[F:15])[CH:9]=2)[C:6](=[O:18])[C:5]([C:19](O)=[O:20])=[CH:4][CH:3]=1.S(Cl)(Cl)=O.[CH:26]([S:29]([C:32]1[CH:37]=[CH:36][C:35]([CH2:38][NH2:39])=[CH:34][CH:33]=1)(=[O:31])=[O:30])([CH3:28])[CH3:27].C(N(CC)CC)C, predict the reaction product. The product is: [CH:26]([S:29]([C:32]1[CH:37]=[CH:36][C:35]([CH2:38][NH:39][C:19]([C:5]2[C:6](=[O:18])[N:7]([C:8]3[CH:13]=[CH:12][CH:11]=[C:10]([C:14]([F:16])([F:17])[F:15])[CH:9]=3)[C:2]([CH3:1])=[CH:3][CH:4]=2)=[O:20])=[CH:34][CH:33]=1)(=[O:31])=[O:30])([CH3:28])[CH3:27]. (2) Given the reactants [CH3:1][CH:2]([CH3:19])[C:3]([O:5][CH:6]([O:8][C:9]([O:11][C:12]1[CH:17]=[CH:16][CH:15]=[CH:14][C:13]=1[F:18])=[O:10])[CH3:7])=[O:4].FC(F)(F)[C@@H](C1C2C(C=C3C=1C=CC=C3)=CC=CC=2)O, predict the reaction product. The product is: [CH3:1][CH:2]([CH3:19])[C:3]([O:5][C@H:6]([O:8][C:9]([O:11][C:12]1[CH:17]=[CH:16][CH:15]=[CH:14][C:13]=1[F:18])=[O:10])[CH3:7])=[O:4]. (3) The product is: [O:42]=[C:40]([CH3:41])[CH2:39][O:16][C:15]([CH:13]1[CH2:12][N:11]([C:9]([O:8][CH2:1][C:2]2[CH:3]=[CH:4][CH:5]=[CH:6][CH:7]=2)=[O:10])[CH2:14]1)=[O:17]. Given the reactants [CH2:1]([O:8][C:9]([N:11]1[CH2:14][CH:13]([C:15]([OH:17])=[O:16])[CH2:12]1)=[O:10])[C:2]1[CH:7]=[CH:6][CH:5]=[CH:4][CH:3]=1.[H-].[Na+].C1OCCOCCOCCOCCOCCOC1.Cl[CH2:39][C:40](=[O:42])[CH3:41].C(=O)(O)[O-].[Na+], predict the reaction product. (4) Given the reactants [Cl:1][C:2]1[CH:3]=[C:4]2[CH:10]=[CH:9][NH:8][C:5]2=[N:6][CH:7]=1.[H-].[Na+].Cl[C:14]1[N:18]([CH3:19])[N:17]=[C:16]([C:20]([F:23])([F:22])[F:21])[C:15]=1[CH:24]=[O:25].O, predict the reaction product. The product is: [Cl:1][C:2]1[CH:3]=[C:4]2[CH:10]=[CH:9][N:8]([C:14]3[N:18]([CH3:19])[N:17]=[C:16]([C:20]([F:22])([F:21])[F:23])[C:15]=3[CH:24]=[O:25])[C:5]2=[N:6][CH:7]=1. (5) Given the reactants P(Br)(Br)[Br:2].CN(C)C=O.[CH3:10][O:11][C:12]1[CH:13]=[CH:14][C:15]2[O:19][C:18]([CH2:20]O)=[CH:17][C:16]=2[CH:22]=1.C(=O)([O-])[O-].[Na+].[Na+], predict the reaction product. The product is: [CH3:10][O:11][C:12]1[CH:13]=[CH:14][C:15]2[O:19][C:18]([CH2:20][Br:2])=[CH:17][C:16]=2[CH:22]=1.